This data is from NCI-60 drug combinations with 297,098 pairs across 59 cell lines. The task is: Regression. Given two drug SMILES strings and cell line genomic features, predict the synergy score measuring deviation from expected non-interaction effect. (1) Drug 1: CC=C1C(=O)NC(C(=O)OC2CC(=O)NC(C(=O)NC(CSSCCC=C2)C(=O)N1)C(C)C)C(C)C. Drug 2: C#CCC(CC1=CN=C2C(=N1)C(=NC(=N2)N)N)C3=CC=C(C=C3)C(=O)NC(CCC(=O)O)C(=O)O. Cell line: UO-31. Synergy scores: CSS=43.9, Synergy_ZIP=4.43, Synergy_Bliss=0.259, Synergy_Loewe=-7.67, Synergy_HSA=0.593. (2) Drug 1: C1C(C(OC1N2C=C(C(=O)NC2=O)F)CO)O. Drug 2: CC1=C(C(=O)C2=C(C1=O)N3CC4C(C3(C2COC(=O)N)OC)N4)N. Cell line: K-562. Synergy scores: CSS=20.5, Synergy_ZIP=-8.49, Synergy_Bliss=-2.37, Synergy_Loewe=-8.12, Synergy_HSA=-4.36. (3) Drug 1: C1CN(P(=O)(OC1)NCCCl)CCCl. Drug 2: COCCOC1=C(C=C2C(=C1)C(=NC=N2)NC3=CC=CC(=C3)C#C)OCCOC.Cl. Cell line: HCT116. Synergy scores: CSS=4.53, Synergy_ZIP=-1.64, Synergy_Bliss=-0.877, Synergy_Loewe=-0.998, Synergy_HSA=-1.60. (4) Drug 1: CC1=C2C(C(=O)C3(C(CC4C(C3C(C(C2(C)C)(CC1OC(=O)C(C(C5=CC=CC=C5)NC(=O)OC(C)(C)C)O)O)OC(=O)C6=CC=CC=C6)(CO4)OC(=O)C)OC)C)OC. Drug 2: COC1=C2C(=CC3=C1OC=C3)C=CC(=O)O2. Cell line: NCI-H226. Synergy scores: CSS=28.4, Synergy_ZIP=3.99, Synergy_Bliss=1.17, Synergy_Loewe=-28.5, Synergy_HSA=-0.965. (5) Drug 1: CC12CCC(CC1=CCC3C2CCC4(C3CC=C4C5=CN=CC=C5)C)O. Drug 2: CCN(CC)CCCC(C)NC1=C2C=C(C=CC2=NC3=C1C=CC(=C3)Cl)OC. Cell line: K-562. Synergy scores: CSS=55.0, Synergy_ZIP=2.81, Synergy_Bliss=-1.96, Synergy_Loewe=-4.60, Synergy_HSA=-1.23.